Dataset: NCI-60 drug combinations with 297,098 pairs across 59 cell lines. Task: Regression. Given two drug SMILES strings and cell line genomic features, predict the synergy score measuring deviation from expected non-interaction effect. Drug 1: CC1=C(C=C(C=C1)NC2=NC=CC(=N2)N(C)C3=CC4=NN(C(=C4C=C3)C)C)S(=O)(=O)N.Cl. Drug 2: C1=CC(=C2C(=C1NCCNCCO)C(=O)C3=C(C=CC(=C3C2=O)O)O)NCCNCCO. Cell line: PC-3. Synergy scores: CSS=30.0, Synergy_ZIP=10.1, Synergy_Bliss=10.7, Synergy_Loewe=-4.06, Synergy_HSA=11.8.